This data is from NCI-60 drug combinations with 297,098 pairs across 59 cell lines. The task is: Regression. Given two drug SMILES strings and cell line genomic features, predict the synergy score measuring deviation from expected non-interaction effect. (1) Drug 1: CC1=C(C(=CC=C1)Cl)NC(=O)C2=CN=C(S2)NC3=CC(=NC(=N3)C)N4CCN(CC4)CCO. Drug 2: CCN(CC)CCCC(C)NC1=C2C=C(C=CC2=NC3=C1C=CC(=C3)Cl)OC. Cell line: M14. Synergy scores: CSS=8.74, Synergy_ZIP=-3.57, Synergy_Bliss=-1.58, Synergy_Loewe=0.0821, Synergy_HSA=-0.469. (2) Drug 1: C1CN1P(=S)(N2CC2)N3CC3. Drug 2: CC1=C(C(=O)C2=C(C1=O)N3CC4C(C3(C2COC(=O)N)OC)N4)N. Cell line: SF-539. Synergy scores: CSS=57.5, Synergy_ZIP=9.48, Synergy_Bliss=11.6, Synergy_Loewe=1.25, Synergy_HSA=8.94.